Task: Predict the reaction yield, written as a fraction of the theoretical maximum amount of product (1.0 means a 100% yield; for example, 0.34 means a 34% yield).. Dataset: Reaction yield outcomes from USPTO patents with 853,638 reactions (1) No catalyst specified. The reactants are Br[C:2]1[C:6]2[N:7]=[C:8]([Cl:12])[N:9]=[C:10]([NH2:11])[C:5]=2[S:4][CH:3]=1.[CH3:13][NH:14][S:15]([C:18]1[CH:19]=[C:20](B(O)O)[CH:21]=[CH:22][CH:23]=1)(=[O:17])=[O:16]. The yield is 0.710. The product is [NH2:11][C:10]1[C:5]2[S:4][CH:3]=[C:2]([C:20]3[CH:19]=[C:18]([S:15]([NH:14][CH3:13])(=[O:16])=[O:17])[CH:23]=[CH:22][CH:21]=3)[C:6]=2[N:7]=[C:8]([Cl:12])[N:9]=1. (2) The reactants are [H-].[H-].[H-].[H-].[Li+].[Al+3].[CH2:7]([O:14][CH2:15][C:16]([NH:18][C:19]1[CH:24]=[CH:23][CH:22]=[C:21]([F:25])[CH:20]=1)=O)[C:8]1[CH:13]=[CH:12][CH:11]=[CH:10][CH:9]=1.C(Cl)Cl.[OH-].[Na+]. The catalyst is C(OCC)C. The product is [CH2:7]([O:14][CH2:15][CH2:16][NH:18][C:19]1[CH:24]=[CH:23][CH:22]=[C:21]([F:25])[CH:20]=1)[C:8]1[CH:9]=[CH:10][CH:11]=[CH:12][CH:13]=1. The yield is 0.840. (3) The reactants are [NH2:1][C:2]1[C:3]([C:20]([NH:22][NH:23][C:24]([C:26]2[CH:40]=[CH:39][C:29]([CH2:30][NH:31][C:32](=[O:38])[O:33][C:34]([CH3:37])([CH3:36])[CH3:35])=[CH:28][CH:27]=2)=[O:25])=O)=[N:4][C:5]([C:8]2[CH:13]=[CH:12][C:11]([S:14]([CH:17]([CH3:19])[CH3:18])(=[O:16])=[O:15])=[CH:10][CH:9]=2)=[CH:6][N:7]=1.CCN(C(C)C)C(C)C.BrP(Br)(C1C=CC=CC=1)(C1C=CC=CC=1)C1C=CC=CC=1. The catalyst is C(#N)C. The product is [NH2:1][C:2]1[C:3]([C:20]2[O:25][C:24]([C:26]3[CH:27]=[CH:28][C:29]([CH2:30][NH:31][C:32](=[O:38])[O:33][C:34]([CH3:35])([CH3:37])[CH3:36])=[CH:39][CH:40]=3)=[N:23][N:22]=2)=[N:4][C:5]([C:8]2[CH:9]=[CH:10][C:11]([S:14]([CH:17]([CH3:19])[CH3:18])(=[O:16])=[O:15])=[CH:12][CH:13]=2)=[CH:6][N:7]=1. The yield is 0.300. (4) The reactants are [C:1]([O:5][C:6](=[O:39])[CH2:7][C@@:8]1([C:23]([NH:25][CH:26]2[CH2:31][CH2:30][N:29]([C:32]([O:34][C:35]([CH3:38])([CH3:37])[CH3:36])=[O:33])[CH2:28][CH2:27]2)=[O:24])[C@H:12]([CH3:13])[CH2:11][N:10](CC2C(Cl)=CC=CC=2Cl)[CH2:9]1)([CH3:4])([CH3:3])[CH3:2].Br[CH2:41][C:42]1[C:47]([C:48]([F:51])([F:50])[F:49])=[CH:46][CH:45]=[CH:44][C:43]=1[Cl:52].C(=O)([O-])[O-].[K+].[K+].C(OCC)(=O)C. The catalyst is CO.CN(C)C=O.[OH-].[Pd+2].[OH-]. The product is [C:1]([O:5][C:6](=[O:39])[CH2:7][C@@:8]1([C:23]([NH:25][CH:26]2[CH2:31][CH2:30][N:29]([C:32]([O:34][C:35]([CH3:38])([CH3:37])[CH3:36])=[O:33])[CH2:28][CH2:27]2)=[O:24])[C@H:12]([CH3:13])[CH2:11][N:10]([CH2:41][C:42]2[C:47]([C:48]([F:51])([F:50])[F:49])=[CH:46][CH:45]=[CH:44][C:43]=2[Cl:52])[CH2:9]1)([CH3:4])([CH3:2])[CH3:3]. The yield is 0.324. (5) The reactants are [ClH:1].[CH2:2]([C:6]1[N:7]=[C:8]([NH2:11])[NH:9][CH:10]=1)[CH2:3][C:4]#[CH:5].[CH2:12]([N:19]=[N+:20]=[N-:21])[C:13]1[CH:18]=[CH:17][CH:16]=[CH:15][CH:14]=1. No catalyst specified. The product is [ClH:1].[CH2:12]([N:19]1[CH:5]=[C:4]([CH2:3][CH2:2][C:6]2[N:7]=[C:8]([NH2:11])[NH:9][CH:10]=2)[N:21]=[N:20]1)[C:13]1[CH:18]=[CH:17][CH:16]=[CH:15][CH:14]=1. The yield is 0.460. (6) The reactants are [CH3:1][N:2]([CH3:26])[CH2:3][CH2:4][CH2:5][O:6][C:7]1[C:8]([CH3:25])=[C:9]2[N:14]([CH:15]=1)[N:13]=[CH:12][N:11]=[C:10]2[O:16][C:17]1[CH:22]=[CH:21][C:20]([NH2:23])=[CH:19][C:18]=1[F:24].[ClH:27].Cl.FC1C=C(NC(NC(=O)CC2C=CC(F)=CC=2)=S)C=CC=1OC1C2=C(C)C(OCCN3CCN(C)CC3)=CN2N=CN=1.C(NC(=O)OC1C(C)=C2N(C=1)N=CN=C2OC1C=CC(N[C:93]([NH:95][C:96](=[O:105])[CH2:97][C:98]2[CH:103]=[CH:102][C:101]([F:104])=[CH:100][CH:99]=2)=[O:94])=CC=1F)C. No catalyst specified. The product is [ClH:27].[CH3:26][N:2]([CH3:1])[CH2:3][CH2:4][CH2:5][O:6][C:7]1[C:8]([CH3:25])=[C:9]2[N:14]([CH:15]=1)[N:13]=[CH:12][N:11]=[C:10]2[O:16][C:17]1[CH:22]=[CH:21][C:20]([NH:23][C:93]([NH:95][C:96](=[O:105])[CH2:97][C:98]2[CH:103]=[CH:102][C:101]([F:104])=[CH:100][CH:99]=2)=[O:94])=[CH:19][C:18]=1[F:24]. The yield is 0.130. (7) The reactants are [NH2:1][S:2]([C:5]1[CH:10]=[CH:9][C:8]([N:11]2[C:15]([CH2:16]Cl)=[N:14][C:13]([C:18]([O:20][CH2:21][CH3:22])=[O:19])=[N:12]2)=[CH:7][CH:6]=1)(=[O:4])=[O:3].ClCC(Cl)=O.[NH:28]1[CH2:33][CH2:32][O:31][CH2:30][CH2:29]1. The catalyst is C(#N)C. The product is [NH2:1][S:2]([C:5]1[CH:10]=[CH:9][C:8]([N:11]2[C:15]([CH2:16][N:28]3[CH2:33][CH2:32][O:31][CH2:30][CH2:29]3)=[N:14][C:13]([C:18]([O:20][CH2:21][CH3:22])=[O:19])=[N:12]2)=[CH:7][CH:6]=1)(=[O:4])=[O:3]. The yield is 0.690.